Dataset: Full USPTO retrosynthesis dataset with 1.9M reactions from patents (1976-2016). Task: Predict the reactants needed to synthesize the given product. (1) Given the product [OH:11][C:5]([CH3:16])([CH:4]([CH3:1])[CH2:12][CH:13]=[CH2:14])[CH2:6][C:7]([O:9][CH3:10])=[O:8], predict the reactants needed to synthesize it. The reactants are: [CH2:1]([CH:4]([CH2:12][CH2:13][CH2:14]C)[CH:5]([OH:11])[CH2:6][C:7]([O:9][CH3:10])=[O:8])C=C.[CH3:16]C(CC=C)C(=O)C. (2) Given the product [Cl:1][C:2]1[CH:7]=[C:6]([Cl:8])[CH:5]=[CH:4][C:3]=1[S:9][C:10]1[CH:20]=[CH:19][CH:18]=[CH:17][C:11]=1/[CH:12]=[CH:13]/[C:14]([NH:27][CH2:28][CH2:29][CH2:30][CH2:31][CH2:32][CH2:33][OH:34])=[O:16], predict the reactants needed to synthesize it. The reactants are: [Cl:1][C:2]1[CH:7]=[C:6]([Cl:8])[CH:5]=[CH:4][C:3]=1[S:9][C:10]1[CH:20]=[CH:19][CH:18]=[CH:17][C:11]=1/[CH:12]=[CH:13]/[C:14]([OH:16])=O.C(Cl)(C(Cl)=O)=O.[NH2:27][CH2:28][CH2:29][CH2:30][CH2:31][CH2:32][CH2:33][OH:34].CCN(C(C)C)C(C)C.Cl.